This data is from NCI-60 drug combinations with 297,098 pairs across 59 cell lines. The task is: Regression. Given two drug SMILES strings and cell line genomic features, predict the synergy score measuring deviation from expected non-interaction effect. Drug 1: C1CN1C2=NC(=NC(=N2)N3CC3)N4CC4. Drug 2: CCC1=CC2CC(C3=C(CN(C2)C1)C4=CC=CC=C4N3)(C5=C(C=C6C(=C5)C78CCN9C7C(C=CC9)(C(C(C8N6C)(C(=O)OC)O)OC(=O)C)CC)OC)C(=O)OC.C(C(C(=O)O)O)(C(=O)O)O. Cell line: SW-620. Synergy scores: CSS=43.8, Synergy_ZIP=-6.94, Synergy_Bliss=-6.91, Synergy_Loewe=-0.402, Synergy_HSA=1.25.